From a dataset of TCR-epitope binding with 47,182 pairs between 192 epitopes and 23,139 TCRs. Binary Classification. Given a T-cell receptor sequence (or CDR3 region) and an epitope sequence, predict whether binding occurs between them. (1) The epitope is KLPDDFTGCV. The TCR CDR3 sequence is CASSLEGSGVTGKLFF. Result: 0 (the TCR does not bind to the epitope). (2) The epitope is FQPTNGVGY. The TCR CDR3 sequence is CASSQDFAGISYEQYF. Result: 0 (the TCR does not bind to the epitope). (3) The TCR CDR3 sequence is CASSRASGRDTQYF. The epitope is KAFSPEVIPMF. Result: 0 (the TCR does not bind to the epitope). (4) The epitope is FLKEKGGL. Result: 0 (the TCR does not bind to the epitope). The TCR CDR3 sequence is CASSPSQDTEAFF. (5) The epitope is FLNRFTTTL. The TCR CDR3 sequence is CASSLVGAGETQYF. Result: 1 (the TCR binds to the epitope).